Dataset: Catalyst prediction with 721,799 reactions and 888 catalyst types from USPTO. Task: Predict which catalyst facilitates the given reaction. (1) Reactant: [CH2:1]([O:3][C:4]1[CH:5]=[C:6]2[C:11](=[C:12]3[CH2:16][C:15]([CH3:18])([CH3:17])[O:14][C:13]=13)[C:10]([C:19]1[CH:24]=[CH:23][C:22](/[CH:25]=[CH:26]/[C:27]([O:29]C)=[O:28])=[C:21]([CH3:31])[CH:20]=1)=[N:9][C:8]([CH3:33])([CH3:32])[CH2:7]2)[CH3:2].[OH-].[Na+].Cl. Product: [CH2:1]([O:3][C:4]1[CH:5]=[C:6]2[C:11](=[C:12]3[CH2:16][C:15]([CH3:18])([CH3:17])[O:14][C:13]=13)[C:10]([C:19]1[CH:24]=[CH:23][C:22](/[CH:25]=[CH:26]/[C:27]([OH:29])=[O:28])=[C:21]([CH3:31])[CH:20]=1)=[N:9][C:8]([CH3:32])([CH3:33])[CH2:7]2)[CH3:2]. The catalyst class is: 5. (2) Reactant: [CH:1]1[C:10]2[CH:9]=[CH:8][CH:7]=[C:6]([NH2:11])[C:5]=2[CH:4]=[CH:3][N:2]=1.[CH:12]([NH:14][NH:15][CH:16]=O)=O.[Si](I)(C)(C)C. Product: [N:14]1[N:15]=[CH:16][N:11]([C:6]2[CH:7]=[CH:8][CH:9]=[C:10]3[C:5]=2[CH:4]=[CH:3][N:2]=[CH:1]3)[CH:12]=1. The catalyst class is: 17.